From a dataset of Full USPTO retrosynthesis dataset with 1.9M reactions from patents (1976-2016). Predict the reactants needed to synthesize the given product. Given the product [Cl:3][C:4]1[CH:9]=[CH:8][C:7]([N:10]([CH3:30])[C:11]([C:13]2([C:17]3[N:21]([CH3:22])[C:20]([C:23]4[CH:28]=[CH:27][CH:26]=[CH:25][C:24]=4[Cl:29])=[N:19][N:18]=3)[CH2:14][CH2:15][CH2:16]2)=[O:12])=[CH:6][CH:5]=1, predict the reactants needed to synthesize it. The reactants are: [H-].[Na+].[Cl:3][C:4]1[CH:9]=[CH:8][C:7]([NH:10][C:11]([C:13]2([C:17]3[N:21]([CH3:22])[C:20]([C:23]4[CH:28]=[CH:27][CH:26]=[CH:25][C:24]=4[Cl:29])=[N:19][N:18]=3)[CH2:16][CH2:15][CH2:14]2)=[O:12])=[CH:6][CH:5]=1.[CH3:30]I.